Dataset: Reaction yield outcomes from USPTO patents with 853,638 reactions. Task: Predict the reaction yield, written as a fraction of the theoretical maximum amount of product (1.0 means a 100% yield; for example, 0.34 means a 34% yield). (1) The catalyst is CN(C=O)C.O. The yield is 0.910. The reactants are [CH2:1]([C:3]1[CH:8]=[C:7]([O:9][CH3:10])[C:6]([F:11])=[CH:5][C:4]=1[C:12]1[CH:20]=[C:19]2[C:15]([CH:16]=[N:17][NH:18]2)=[CH:14][CH:13]=1)[CH3:2].[OH-].[K+].[I:23]I. The product is [CH2:1]([C:3]1[CH:8]=[C:7]([O:9][CH3:10])[C:6]([F:11])=[CH:5][C:4]=1[C:12]1[CH:20]=[C:19]2[C:15]([C:16]([I:23])=[N:17][NH:18]2)=[CH:14][CH:13]=1)[CH3:2]. (2) No catalyst specified. The product is [CH2:20]([O:16][CH2:38][C:37](=[O:36])[CH2:1][P:2](=[O:7])([O:5][CH3:6])[O:3][CH3:4])[C:19]1[CH:13]=[CH:12][CH:14]=[CH:17][CH:18]=1. The reactants are [CH3:1][P:2](=[O:7])([O:5][CH3:6])[O:3][CH3:4].C([N-][CH:12]([CH3:14])[CH3:13])(C)C.[Li+].[O:16]1[CH2:20][CH2:19][CH2:18][CH2:17]1.CCCCCCC.C(C1C=CC=CC=1)C.[O:36]1CC[CH2:38][CH2:37]1. The yield is 0.540. (3) The reactants are [N+:1]([C:4]1[CH:13]=[C:12]2[C:7]([CH2:8][CH2:9][N:10]([C:14]([O:16][C:17]([CH3:20])([CH3:19])[CH3:18])=[O:15])[CH2:11]2)=[CH:6][CH:5]=1)([O-])=O. The catalyst is CO.[OH-].[OH-].[Pd+2]. The product is [NH2:1][C:4]1[CH:13]=[C:12]2[C:7]([CH2:8][CH2:9][N:10]([C:14]([O:16][C:17]([CH3:20])([CH3:19])[CH3:18])=[O:15])[CH2:11]2)=[CH:6][CH:5]=1. The yield is 0.690.